This data is from Full USPTO retrosynthesis dataset with 1.9M reactions from patents (1976-2016). The task is: Predict the reactants needed to synthesize the given product. (1) Given the product [Br:1][C:2]1[CH:3]=[CH:4][C:5]([F:9])=[C:6]([CH:7]=1)[O:8][CH2:16][C:15]1[N:11]([CH3:10])[N:12]=[CH:13][N:14]=1, predict the reactants needed to synthesize it. The reactants are: [Br:1][C:2]1[CH:3]=[CH:4][C:5]([F:9])=[C:6]([OH:8])[CH:7]=1.[CH3:10][N:11]1[C:15]([CH2:16]O)=[N:14][CH:13]=[N:12]1.C1(P(C2C=CC=CC=2)C2C=CC=CC=2)C=CC=CC=1.N(C(OC(C)C)=O)=NC(OC(C)C)=O. (2) The reactants are: [CH3:1][O:2][C:3](=[O:32])[CH2:4][O:5][C:6]1[CH:15]=[CH:14][C:13]([Cl:16])=[C:12]2[C:7]=1[C:8](=[O:31])[C:9]([CH2:19][C:20]1[CH:25]=[CH:24][C:23]([N:26]3[CH:30]=[CH:29][CH:28]=[N:27]3)=[CH:22][CH:21]=1)=[C:10]([CH2:17][CH3:18])[NH:11]2.Cl[C:34](OC(=O)C)([F:36])[F:35]. Given the product [CH3:1][O:2][C:3](=[O:32])[CH2:4][O:5][C:6]1[CH:15]=[CH:14][C:13]([Cl:16])=[C:12]2[C:7]=1[C:8]([O:31][CH:34]([F:36])[F:35])=[C:9]([CH2:19][C:20]1[CH:25]=[CH:24][C:23]([N:26]3[CH:30]=[CH:29][CH:28]=[N:27]3)=[CH:22][CH:21]=1)[C:10]([CH2:17][CH3:18])=[N:11]2, predict the reactants needed to synthesize it. (3) Given the product [O:19]=[C:11]1[CH:10]=[C:9]([CH2:8][N:7]([C:1]2[CH:2]=[CH:3][CH:4]=[CH:5][CH:6]=2)[C:20](=[O:27])[C:21]2[CH:26]=[CH:25][CH:24]=[N:23][CH:22]=2)[C:18]2[C:13](=[CH:14][CH:15]=[CH:16][CH:17]=2)[NH:12]1, predict the reactants needed to synthesize it. The reactants are: [C:1]1([NH:7][CH2:8][C:9]2[C:18]3[C:13](=[CH:14][CH:15]=[CH:16][CH:17]=3)[NH:12][C:11](=[O:19])[CH:10]=2)[CH:6]=[CH:5][CH:4]=[CH:3][CH:2]=1.[C:20](O)(=[O:27])[C:21]1[CH:26]=[CH:25][CH:24]=[N:23][CH:22]=1. (4) Given the product [I-:24].[OH:12][C:11]([C:18]1[S:19][CH:20]=[CH:21][CH:22]=1)([C:13]1[S:14][CH:15]=[CH:16][CH:17]=1)[CH:10]=[C:5]1[CH2:4][CH:3]2[N+:2]([CH3:25])([CH3:1])[CH:7]([CH2:8][CH2:9]2)[CH2:6]1, predict the reactants needed to synthesize it. The reactants are: [CH3:1][N:2]1[CH:7]2[CH2:8][CH2:9][CH:3]1[CH2:4][C:5](=[CH:10][C:11]([C:18]1[S:19][CH:20]=[CH:21][CH:22]=1)([C:13]1[S:14][CH:15]=[CH:16][CH:17]=1)[OH:12])[CH2:6]2.C[I:24].[C:25]([O-])([O-])=O.[K+].[K+]. (5) Given the product [O:1]=[C:2]1[N:8]([CH:9]2[CH2:14][CH2:13][N:12]([C:15]([O:17][C@H:18]([CH2:19][C:20]3[CH:21]=[C:22]([CH3:29])[C:23]([O:27][CH3:28])=[C:24]([CH3:26])[CH:25]=3)[C:30](=[O:32])[N:75]3[CH2:74][CH2:73][N:72]([CH:69]4[CH2:70][CH2:71][O:66][CH2:67][CH2:68]4)[CH2:77][CH2:76]3)=[O:16])[CH2:11][CH2:10]2)[CH2:7][CH2:6][C:5]2[CH:33]=[CH:34][CH:35]=[CH:36][C:4]=2[NH:3]1, predict the reactants needed to synthesize it. The reactants are: [O:1]=[C:2]1[N:8]([CH:9]2[CH2:14][CH2:13][N:12]([C:15]([O:17][C@@H:18]([C:30]([OH:32])=O)[CH2:19][C:20]3[CH:25]=[C:24]([CH3:26])[C:23]([O:27][CH3:28])=[C:22]([CH3:29])[CH:21]=3)=[O:16])[CH2:11][CH2:10]2)[CH2:7][CH2:6][C:5]2[CH:33]=[CH:34][CH:35]=[CH:36][C:4]=2[NH:3]1.CN(C(ON1N=NC2C=CC=CC1=2)=[N+](C)C)C.[B-](F)(F)(F)F.C(N(CC)CC)C.[O:66]1[CH2:71][CH2:70][CH:69]([N:72]2[CH2:77][CH2:76][NH:75][CH2:74][CH2:73]2)[CH2:68][CH2:67]1. (6) Given the product [CH3:1][C:2]1[CH:7]=[C:6]([CH3:8])[CH:5]=[CH:4][C:3]=1[N:9]([C:20]1[CH:21]=[CH:16][C:17]([CH3:22])=[CH:18][CH:19]=1)[C:6]1[CH:8]=[CH:12][C:10]([C:13]2[CH:5]=[CH:4][C:3]([NH:9][C:3]3[CH:4]=[CH:5][C:6]([CH3:8])=[CH:7][C:2]=3[CH3:1])=[CH:2][CH:1]=2)=[CH:11][CH:7]=1, predict the reactants needed to synthesize it. The reactants are: [CH3:1][C:2]1[CH:7]=[C:6]([CH3:8])[CH:5]=[CH:4][C:3]=1[NH2:9].[C:10](O[Na])([CH3:13])([CH3:12])[CH3:11].[C:16]1(C)[C:17]([CH3:22])=[CH:18][CH:19]=[CH:20][CH:21]=1. (7) The reactants are: [C:1](OC(=O)C)(=O)C.Cl.C[O:10][C:11]1[C:16]([NH:17][C:18]2[N:26]=[C:25]3[C:21]([NH:22][C:23](=[O:40])[N:24]3[C@H:27]3[CH2:32][CH2:31][CH2:30][N:29]([C:33](OC(C)(C)C)=[O:34])[CH2:28]3)=[CH:20][N:19]=2)=[CH:15][CH:14]=[CH:13][N:12]=1. Given the product [C:33]([N:29]1[CH2:30][CH2:31][CH2:32][C@H:27]([N:24]2[C:23](=[O:40])[NH:22][C:21]3[C:25]2=[N:26][C:18]([NH:17][C:16]2[C:11](=[O:10])[NH:12][CH:13]=[CH:14][CH:15]=2)=[N:19][CH:20]=3)[CH2:28]1)(=[O:34])[CH3:1], predict the reactants needed to synthesize it.